Dataset: Catalyst prediction with 721,799 reactions and 888 catalyst types from USPTO. Task: Predict which catalyst facilitates the given reaction. (1) Reactant: [N:1]1[CH:6]=[CH:5][CH:4]=[C:3]([NH:7][C:8](=[O:15])OCC(Cl)(Cl)Cl)[CH:2]=1.[C:16]([O:20][C:21]([N:23]1[CH2:28][CH2:27][NH:26][CH2:25][CH2:24]1)=[O:22])([CH3:19])([CH3:18])[CH3:17].C(N(C(C)C)CC)(C)C.CS(C)=O. Product: [N:1]1[CH:6]=[CH:5][CH:4]=[C:3]([NH:7][C:8]([N:26]2[CH2:25][CH2:24][N:23]([C:21]([O:20][C:16]([CH3:19])([CH3:18])[CH3:17])=[O:22])[CH2:28][CH2:27]2)=[O:15])[CH:2]=1. The catalyst class is: 6. (2) Reactant: Cl.[NH:2]1[CH2:7][CH2:6][CH:5]([CH2:8][C:9]([OH:11])=[O:10])[CH2:4][CH2:3]1.C(N(CC)CC)C.Cl[C:20]1[N:25]=[C:24]([O:26][CH3:27])[N:23]=[C:22]([NH:28][C:29]2[CH:34]=[CH:33][C:32]([N:35]3[CH:39]=[C:38]([CH3:40])[N:37]=[CH:36]3)=[C:31]([O:41][CH3:42])[CH:30]=2)[N:21]=1. Product: [CH3:27][O:26][C:24]1[N:23]=[C:22]([NH:28][C:29]2[CH:34]=[CH:33][C:32]([N:35]3[CH:39]=[C:38]([CH3:40])[N:37]=[CH:36]3)=[C:31]([O:41][CH3:42])[CH:30]=2)[N:21]=[C:20]([N:2]2[CH2:7][CH2:6][CH:5]([CH2:8][C:9]([OH:11])=[O:10])[CH2:4][CH2:3]2)[N:25]=1. The catalyst class is: 5.